Dataset: Forward reaction prediction with 1.9M reactions from USPTO patents (1976-2016). Task: Predict the product of the given reaction. (1) Given the reactants [CH2:1]([NH:8][C:9]([C:11]1[S:15][C:14]([N:16]2[CH2:21][CH2:20][CH2:19][CH2:18][C:17]2=[O:22])=[N:13][C:12]=1[CH3:23])=[O:10])[C:2]1[CH:7]=[CH:6][CH:5]=[CH:4][CH:3]=1.Br[CH2:25][C:26]1[CH:31]=[CH:30][C:29]([C:32]([F:35])([F:34])[F:33])=[CH:28][CH:27]=1, predict the reaction product. The product is: [CH2:1]([NH:8][C:9]([C:11]1[S:15][C:14]([N:16]2[CH2:21][CH2:20][CH2:19][CH:18]([CH2:25][C:26]3[CH:27]=[CH:28][C:29]([C:32]([F:33])([F:34])[F:35])=[CH:30][CH:31]=3)[C:17]2=[O:22])=[N:13][C:12]=1[CH3:23])=[O:10])[C:2]1[CH:7]=[CH:6][CH:5]=[CH:4][CH:3]=1. (2) Given the reactants [CH:1]1([N:7]([CH:18]2[CH2:23][CH2:22][CH2:21][CH2:20][CH2:19]2)[C:8]([NH:10][C:11]2[S:12][C:13]([CH:16]=O)=[CH:14][N:15]=2)=[O:9])[CH2:6][CH2:5][CH2:4][CH2:3][CH2:2]1.Cl.[CH3:25][O:26][C:27](=[O:30])[CH2:28][NH2:29].C(O[BH-](OC(=O)C)OC(=O)C)(=O)C.[Na+], predict the reaction product. The product is: [CH3:25][O:26][C:27](=[O:30])[CH2:28][NH:29][CH2:16][C:13]1[S:12][C:11]([NH:10][C:8]([N:7]([CH:18]2[CH2:23][CH2:22][CH2:21][CH2:20][CH2:19]2)[CH:1]2[CH2:6][CH2:5][CH2:4][CH2:3][CH2:2]2)=[O:9])=[N:15][CH:14]=1. (3) The product is: [Br:1][C:2]1[CH:7]=[CH:6][C:5]([S:8]([NH2:14])(=[O:10])=[O:9])=[C:4]([CH2:12][CH3:13])[CH:3]=1. Given the reactants [Br:1][C:2]1[CH:7]=[CH:6][C:5]([S:8](Cl)(=[O:10])=[O:9])=[C:4]([CH2:12][CH3:13])[CH:3]=1.[NH4+:14].[OH-], predict the reaction product. (4) The product is: [CH3:1][CH:2]1[C:8]2[CH:9]=[CH:10][C:11]([NH2:13])=[CH:12][C:7]=2[CH2:6][CH2:5][N:4]([CH3:16])[CH2:3]1. Given the reactants [CH3:1][CH:2]1[C:8]2[CH:9]=[CH:10][C:11]([N+:13]([O-])=O)=[CH:12][C:7]=2[CH2:6][CH2:5][N:4]([CH3:16])[CH2:3]1.CC1C2C=C([N+]([O-])=O)C=CC=2CCN(C)C1, predict the reaction product. (5) Given the reactants [NH2:1][C:2]1[CH:7]=[CH:6][C:5]([Br:8])=[CH:4][C:3]=1[C:9]([C:11]1[CH:16]=[CH:15][CH:14]=[CH:13][CH:12]=1)=[O:10].[CH2:17]([C:19]1[CH:24]=[CH:23][C:22]([S:25](Cl)(=[O:27])=[O:26])=[CH:21][CH:20]=1)[CH3:18], predict the reaction product. The product is: [C:9]([C:3]1[CH:4]=[C:5]([Br:8])[CH:6]=[CH:7][C:2]=1[NH:1][S:25]([C:22]1[CH:23]=[CH:24][C:19]([CH2:17][CH3:18])=[CH:20][CH:21]=1)(=[O:27])=[O:26])(=[O:10])[C:11]1[CH:12]=[CH:13][CH:14]=[CH:15][CH:16]=1. (6) Given the reactants [CH3:1][C:2]1([CH3:11])[CH2:7][CH2:6][CH2:5][CH:4]([CH:8]([OH:10])[CH3:9])[CH2:3]1.[Cl:12][CH2:13][C:14](O)=[O:15].C1(N=C=NC2CCCCC2)CCCCC1, predict the reaction product. The product is: [CH3:11][C:2]1([CH3:1])[CH2:7][CH2:6][CH2:5][CH:4]([CH:8]([O:10][C:14](=[O:15])[CH2:13][Cl:12])[CH3:9])[CH2:3]1.